Dataset: Reaction yield outcomes from USPTO patents with 853,638 reactions. Task: Predict the reaction yield, written as a fraction of the theoretical maximum amount of product (1.0 means a 100% yield; for example, 0.34 means a 34% yield). (1) The reactants are [C:1]([NH:8][CH2:9][CH2:10][C:11]1[CH:17]=[CH:16][C:14]([NH2:15])=[CH:13][CH:12]=1)([O:3][C:4]([CH3:7])([CH3:6])[CH3:5])=[O:2].[C:18]1([C:24]([CH:26]=O)=[O:25])[CH:23]=[CH:22][CH:21]=[CH:20][CH:19]=1.[BH3-]C#N.[Na+]. The catalyst is CO. The product is [C:18]1([CH:24]([OH:25])[CH2:26][NH:15][C:14]2[CH:16]=[CH:17][C:11]([CH2:10][CH2:9][NH:8][C:1]([O:3][C:4]([CH3:6])([CH3:7])[CH3:5])=[O:2])=[CH:12][CH:13]=2)[CH:23]=[CH:22][CH:21]=[CH:20][CH:19]=1. The yield is 0.910. (2) The reactants are [CH3:1][O:2][C:3](=[O:33])[C:4]1[CH:9]=[CH:8][C:7]([CH2:10][N:11]2[CH:15]=[C:14]([C:16]3[CH:21]=[CH:20][C:19]([Cl:22])=[CH:18][C:17]=3[Cl:23])[N:13]=[C:12]2/[CH:24]=[CH:25]/[C:26]2[CH:31]=[CH:30][C:29](Br)=[CH:28][CH:27]=2)=[CH:6][CH:5]=1.[CH2:34]([S:36]([C:38]1[CH:43]=[CH:42][C:41](B(O)O)=[CH:40][CH:39]=1)=[O:37])[CH3:35]. No catalyst specified. The product is [CH3:1][O:2][C:3](=[O:33])[C:4]1[CH:9]=[CH:8][C:7]([CH2:10][N:11]2[CH:15]=[C:14]([C:16]3[CH:21]=[CH:20][C:19]([Cl:22])=[CH:18][C:17]=3[Cl:23])[N:13]=[C:12]2/[CH:24]=[CH:25]/[C:26]2[CH:31]=[CH:30][C:29]([C:41]3[CH:42]=[CH:43][C:38]([S:36]([CH2:34][CH3:35])=[O:37])=[CH:39][CH:40]=3)=[CH:28][CH:27]=2)=[CH:6][CH:5]=1. The yield is 0.650. (3) The reactants are [NH:1]1[CH2:6][CH:5]=[CH:4][CH2:3][CH2:2]1.C(N(CC)CC)C.[C:14](Cl)(=[O:21])[C:15]1[CH:20]=[CH:19][CH:18]=[CH:17][CH:16]=1. The product is [N:1]1([C:14]([C:15]2[CH:20]=[CH:19][CH:18]=[CH:17][CH:16]=2)=[O:21])[CH2:2][CH2:3][CH:4]=[CH:5][CH2:6]1. The catalyst is C(Cl)Cl. The yield is 1.00. (4) The reactants are [CH:1]12[O:7][CH:6]1[CH2:5][CH:4]=[CH:3][CH2:2]2.[Cl-].[NH4+].[N-:10]=[N+:11]=[N-:12].[Na+].C(OCC)(=O)C. The catalyst is CO.O.C(OCC)C. The product is [N:10]([C@H:1]1[C@H:6]([OH:7])[CH2:5][CH:4]=[CH:3][CH2:2]1)=[N+:11]=[N-:12]. The yield is 0.600. (5) The catalyst is C(Cl)Cl.CN(C1C=CN=CC=1)C.CCOC(C)=O.O. The product is [CH:1]1[C:10]2[C:5](=[CH:6][CH:7]=[CH:8][CH:9]=2)[CH:4]=[CH:3][C:2]=1[S:11]([N:14]1[CH2:18][C@H:17]([S:19][C:20]([C:21]2[CH:26]=[CH:25][CH:24]=[CH:23][CH:22]=2)([C:27]2[CH:28]=[CH:29][CH:30]=[CH:31][CH:32]=2)[C:33]2[CH:34]=[CH:35][CH:36]=[CH:37][CH:38]=2)[CH2:16][C@H:15]1[CH2:39][O:40][S:42]([CH3:41])(=[O:44])=[O:43])(=[O:13])=[O:12]. The reactants are [CH:1]1[C:10]2[C:5](=[CH:6][CH:7]=[CH:8][CH:9]=2)[CH:4]=[CH:3][C:2]=1[S:11]([N:14]1[CH2:18][C@H:17]([S:19][C:20]([C:33]2[CH:38]=[CH:37][CH:36]=[CH:35][CH:34]=2)([C:27]2[CH:32]=[CH:31][CH:30]=[CH:29][CH:28]=2)[C:21]2[CH:26]=[CH:25][CH:24]=[CH:23][CH:22]=2)[CH2:16][C@H:15]1[CH2:39][OH:40])(=[O:13])=[O:12].[CH3:41][S:42](Cl)(=[O:44])=[O:43].N1C=CC=CC=1.Cl. The yield is 0.990. (6) The reactants are [C:1]([C:5]1[CH:10]=[CH:9][C:8]([S:11]([N:14]2[C:18]3=[N:19][CH:20]=[C:21]([NH:23][NH:24]C(OC(C)(C)C)=O)[N:22]=[C:17]3[CH:16]=[CH:15]2)(=[O:13])=[O:12])=[CH:7][CH:6]=1)([CH3:4])([CH3:3])[CH3:2].C(C1C=CC(S(N2C3=NC=C(N(C(OC(C)(C)C)=O)N)N=C3C=C2)(=O)=O)=CC=1)(C)(C)C.Cl. The catalyst is O1CCOCC1. The product is [C:1]([C:5]1[CH:6]=[CH:7][C:8]([S:11]([N:14]2[C:18]3=[N:19][CH:20]=[C:21]([NH:23][NH2:24])[N:22]=[C:17]3[CH:16]=[CH:15]2)(=[O:13])=[O:12])=[CH:9][CH:10]=1)([CH3:4])([CH3:2])[CH3:3]. The yield is 0.870.